Dataset: Full USPTO retrosynthesis dataset with 1.9M reactions from patents (1976-2016). Task: Predict the reactants needed to synthesize the given product. (1) Given the product [CH:1]1([CH2:4][CH2:5][N:6]([CH2:24][C:25]2[CH:37]=[CH:36][C:28]([O:29][CH2:30][C:31]([O:33][CH2:34][CH3:35])=[O:32])=[C:27]([CH3:38])[CH:26]=2)[C:7]2[CH:8]=[C:9]([C:13]3[CH:14]=[CH:15][C:16]([C:19]([F:20])([F:21])[F:22])=[CH:17][CH:18]=3)[CH:10]=[CH:11][CH:12]=2)[CH2:3][CH2:2]1, predict the reactants needed to synthesize it. The reactants are: [CH:1]1([CH2:4][CH2:5][NH:6][C:7]2[CH:8]=[C:9]([C:13]3[CH:18]=[CH:17][C:16]([C:19]([F:22])([F:21])[F:20])=[CH:15][CH:14]=3)[CH:10]=[CH:11][CH:12]=2)[CH2:3][CH2:2]1.Br[CH2:24][C:25]1[CH:37]=[CH:36][C:28]([O:29][CH2:30][C:31]([O:33][CH2:34][CH3:35])=[O:32])=[C:27]([CH3:38])[CH:26]=1.C(N(CC)C(C)C)(C)C. (2) Given the product [C:10]([C:2]1[CH:3]=[CH:4][C:5](=[O:9])[N:6]([CH3:8])[CH:7]=1)(=[O:12])[CH3:11], predict the reactants needed to synthesize it. The reactants are: Br[C:2]1[CH:3]=[CH:4][C:5](=[O:9])[N:6]([CH3:8])[CH:7]=1.[CH:10]([O:12]CCCC)=[CH2:11].C(=O)([O-])[O-].[K+].[K+].Cl. (3) The reactants are: [Cl:1][C:2]1[CH:7]=[C:6]([N+:8]([O-])=O)[CH:5]=[CH:4][C:3]=1[O:11][CH2:12][CH2:13][N:14]1[CH2:18][CH2:17][CH2:16][CH2:15]1.Cl. Given the product [ClH:1].[Cl:1][C:2]1[CH:7]=[C:6]([NH2:8])[CH:5]=[CH:4][C:3]=1[O:11][CH2:12][CH2:13][N:14]1[CH2:15][CH2:16][CH2:17][CH2:18]1, predict the reactants needed to synthesize it. (4) Given the product [CH3:52][O:51][C:50]1[CH:49]=[C:48]([CH:56]=[CH:55][C:53]=1[O:20][CH2:12][CH2:13][C:14]#[C:15][CH2:16][CH2:17][CH2:18][CH3:19])[CH:47]=[O:46], predict the reactants needed to synthesize it. The reactants are: CC1C=CC(S(Cl)(=O)=O)=CC=1.[CH2:12]([OH:20])[CH2:13][C:14]#[C:15][CH2:16][CH2:17][CH2:18][CH3:19].N1C=CC=CC=1.CC1C=CC(S(OCCC#CCCCC)(=O)=O)=CC=1.[O:46]=[CH:47][C:48]1[CH:56]=[CH:55][C:53](O)=[C:50]([O:51][CH3:52])[CH:49]=1. (5) Given the product [F:15][C:12]1[CH:13]=[CH:14][C:9]([O:8][C:5]2[CH:6]=[CH:7][C:2]([NH:24][C:23]3[CH:25]=[CH:26][CH:27]=[C:21]([O:20][CH2:19][CH2:18][O:17][CH3:16])[CH:22]=3)=[N:3][CH:4]=2)=[CH:10][CH:11]=1, predict the reactants needed to synthesize it. The reactants are: Cl[C:2]1[CH:7]=[CH:6][C:5]([O:8][C:9]2[CH:14]=[CH:13][C:12]([F:15])=[CH:11][CH:10]=2)=[CH:4][N:3]=1.[CH3:16][O:17][CH2:18][CH2:19][O:20][C:21]1[CH:22]=[C:23]([CH:25]=[CH:26][CH:27]=1)[NH2:24].C1(P(C2C=CC=CC=2)C2C3OC4C(=CC=CC=4P(C4C=CC=CC=4)C4C=CC=CC=4)C(C)(C)C=3C=CC=2)C=CC=CC=1.C(=O)([O-])[O-].[Cs+].[Cs+].